The task is: Predict which catalyst facilitates the given reaction.. This data is from Catalyst prediction with 721,799 reactions and 888 catalyst types from USPTO. (1) Reactant: [NH2:1][C@@H:2]1[C:11]2[C:6](=[CH:7][CH:8]=[CH:9][CH:10]=2)[C@H:5]([OH:12])[CH2:4][CH2:3]1.[H-].[Na+].F[C:16]1[CH:17]=[CH:18][C:19]2[N:20]([C:22]([C@@H:25]3[CH2:29][CH2:28][CH2:27][N:26]3[CH3:30])=[N:23][N:24]=2)[CH:21]=1.[NH4+].[Cl-]. Product: [CH3:30][N:26]1[CH2:27][CH2:28][CH2:29][C@H:25]1[C:22]1[N:20]2[CH:21]=[C:16]([O:12][C@H:5]3[C:6]4[C:11](=[CH:10][CH:9]=[CH:8][CH:7]=4)[C@@H:2]([NH2:1])[CH2:3][CH2:4]3)[CH:17]=[CH:18][C:19]2=[N:24][N:23]=1. The catalyst class is: 3. (2) Reactant: Cl[CH2:2][C:3]1[N:4]=[N:5][C:6]([C:9]2[C:10]([Cl:15])=[N:11][CH:12]=[CH:13][CH:14]=2)=[CH:7][CH:8]=1.[N-:16]=[N+:17]=[N-:18].[Na+]. Product: [N:16]([CH2:2][C:3]1[N:4]=[N:5][C:6]([C:9]2[C:10]([Cl:15])=[N:11][CH:12]=[CH:13][CH:14]=2)=[CH:7][CH:8]=1)=[N+:17]=[N-:18]. The catalyst class is: 21. (3) Reactant: Br[C:2]1[CH:3]=[N:4][N:5]2[CH:10]=[C:9]([C:11]([F:14])([F:13])[F:12])[CH:8]=[N:7][C:6]=12.[CH2:15]([C:17]1[S:21][C:20]([C:22]([OH:24])=[O:23])=[CH:19][C:18]=1B1OC(C)(C)C(C)(C)O1)[CH3:16].C1(P(C2CCCCC2)C2CCCCC2)CCCCC1.[O-]P([O-])([O-])=O.[K+].[K+].[K+]. Product: [CH2:15]([C:17]1[S:21][C:20]([C:22]([OH:24])=[O:23])=[CH:19][C:18]=1[C:2]1[CH:3]=[N:4][N:5]2[CH:10]=[C:9]([C:11]([F:14])([F:13])[F:12])[CH:8]=[N:7][C:6]=12)[CH3:16]. The catalyst class is: 110. (4) Reactant: ClC1C=CC(C2NN=NN=2)=C(NC(=O)C[O:11][C:12]2[CH:17]=[CH:16][CH:15]=[CH:14][C:13]=2[N:18]2[CH2:23][CH2:22][N:21]([CH3:24])[CH2:20][CH2:19]2)C=1.ClC1C=CC(C2NN=NN=2)=C(NC(=O)C2C=CC=CC=2)C=1.CCN(C(C)C)C(C)C.CN1CCN(C2C=CC=CC=2OCC(Cl)=O)CC1. Product: [CH3:24][N:21]1[CH2:20][CH2:19][N:18]([C:13]2[CH:14]=[CH:15][CH:16]=[CH:17][C:12]=2[OH:11])[CH2:23][CH2:22]1. The catalyst class is: 2. (5) Reactant: [H-].[Na+].[F:3][C:4]1[C:9]([F:10])=[CH:8][CH:7]=[CH:6][C:5]=1[C@H:11]1[CH2:17][NH:16][C:15](=[O:18])[C@H:14]([NH:19][C:20](=[O:26])[O:21][C:22]([CH3:25])([CH3:24])[CH3:23])[CH2:13][CH2:12]1.ClC(Cl)(Cl)S(O[CH2:33][C:34]([F:37])([F:36])[F:35])(=O)=O. Product: [F:3][C:4]1[C:9]([F:10])=[CH:8][CH:7]=[CH:6][C:5]=1[C@H:11]1[CH2:17][N:16]([CH2:33][C:34]([F:37])([F:36])[F:35])[C:15](=[O:18])[C@H:14]([NH:19][C:20](=[O:26])[O:21][C:22]([CH3:23])([CH3:25])[CH3:24])[CH2:13][CH2:12]1. The catalyst class is: 9. (6) Reactant: [Br:1]N1C(=O)CCC1=O.[C:9]([O:13][C:14]([N:16]1[CH2:25][C:24]2[N:20]([CH:21]=[N:22][N:23]=2)[C:19]2[CH:26]=[CH:27][C:28]([Cl:30])=[CH:29][C:18]=2[CH2:17]1)=[O:15])([CH3:12])([CH3:11])[CH3:10]. Product: [C:9]([O:13][C:14]([N:16]1[CH2:25][C:24]2[N:20]([C:21]([Br:1])=[N:22][N:23]=2)[C:19]2[CH:26]=[CH:27][C:28]([Cl:30])=[CH:29][C:18]=2[CH2:17]1)=[O:15])([CH3:12])([CH3:10])[CH3:11]. The catalyst class is: 7. (7) The catalyst class is: 4. Reactant: P(Br)(Br)[Br:2].[Br:5][C:6]1[C:7]([F:15])=[C:8]([CH2:13]O)[C:9]([Cl:12])=[CH:10][CH:11]=1.O. Product: [Br:5][C:6]1[CH:11]=[CH:10][C:9]([Cl:12])=[C:8]([CH2:13][Br:2])[C:7]=1[F:15].